Dataset: Full USPTO retrosynthesis dataset with 1.9M reactions from patents (1976-2016). Task: Predict the reactants needed to synthesize the given product. (1) Given the product [N:36]([CH2:17][CH2:16][O:15][C:13]1[CH:12]=[C:11]([F:19])[CH:10]=[C:9]2[C:14]=1[N:6]([CH2:5][C:4]1[CH:33]=[CH:34][CH:35]=[C:2]([Cl:1])[CH:3]=1)[N:7]=[C:8]2[S:20]([C:23]1[C:32]2[C:27](=[CH:28][CH:29]=[CH:30][CH:31]=2)[CH:26]=[CH:25][CH:24]=1)(=[O:21])=[O:22])=[N+:37]=[N-:38], predict the reactants needed to synthesize it. The reactants are: [Cl:1][C:2]1[CH:3]=[C:4]([CH:33]=[CH:34][CH:35]=1)[CH2:5][N:6]1[C:14]2[C:9](=[CH:10][C:11]([F:19])=[CH:12][C:13]=2[O:15][CH2:16][CH2:17]Cl)[C:8]([S:20]([C:23]2[C:32]3[C:27](=[CH:28][CH:29]=[CH:30][CH:31]=3)[CH:26]=[CH:25][CH:24]=2)(=[O:22])=[O:21])=[N:7]1.[N-:36]=[N+:37]=[N-:38].[Na+]. (2) Given the product [Cl:1][C:2]1[CH:3]=[C:4]([CH:23]=[C:24]([Cl:26])[CH:25]=1)[CH2:5][C@H:6]1[O:11][CH2:10][C:9]([CH3:12])([CH3:13])[NH:8][CH2:7]1, predict the reactants needed to synthesize it. The reactants are: [Cl:1][C:2]1[CH:3]=[C:4]([CH:23]=[C:24]([Cl:26])[CH:25]=1)[CH2:5][C@H:6]1[O:11][CH2:10][C:9]([CH3:13])([CH3:12])[N:8](CC2C=CC(OC)=CC=2)[CH2:7]1. (3) Given the product [CH2:25]([O:24][C:22](=[O:23])[CH2:21][CH2:20][CH2:19][O:11][C:9]1[CH:8]=[CH:7][C:3]([C:4](=[O:5])[NH2:6])=[C:2]([OH:1])[CH:10]=1)[CH3:26], predict the reactants needed to synthesize it. The reactants are: [OH:1][C:2]1[CH:10]=[C:9]([OH:11])[CH:8]=[CH:7][C:3]=1[C:4]([NH2:6])=[O:5].C([O-])([O-])=O.[Cs+].[Cs+].Br[CH2:19][CH2:20][CH2:21][C:22]([O:24][CH2:25][CH3:26])=[O:23]. (4) The reactants are: [C:1]([C:4]1[CH:22]=[CH:21][C:7]([C:8]([NH:10][C:11]2([C:18]([OH:20])=[O:19])[CH2:17][CH2:16][CH2:15][CH2:14][CH2:13][CH2:12]2)=[O:9])=[CH:6][C:5]=1[O:23][CH2:24][CH2:25][C:26]1[CH:27]=[C:28]([CH3:32])[CH:29]=[CH:30][CH:31]=1)(=[O:3])[CH3:2].[BH4-].[Na+]. Given the product [OH:3][CH:1]([C:4]1[CH:22]=[CH:21][C:7]([C:8]([NH:10][C:11]2([C:18]([OH:20])=[O:19])[CH2:17][CH2:16][CH2:15][CH2:14][CH2:13][CH2:12]2)=[O:9])=[CH:6][C:5]=1[O:23][CH2:24][CH2:25][C:26]1[CH:27]=[C:28]([CH3:32])[CH:29]=[CH:30][CH:31]=1)[CH3:2], predict the reactants needed to synthesize it. (5) Given the product [C:13]1([N:11]2[CH:12]=[C:8]([C:6]([OH:7])=[O:5])[N:9]=[N:10]2)[CH:14]=[CH:15][CH:16]=[CH:17][CH:18]=1, predict the reactants needed to synthesize it. The reactants are: [Li+].[OH-].C([O:5][C:6]([C:8]1[N:9]=[N:10][N:11]([C:13]2[CH:18]=[CH:17][CH:16]=[CH:15][CH:14]=2)[CH:12]=1)=[O:7])C.O.Cl. (6) Given the product [NH2:3][CH2:2][CH2:1][NH:4][C:5]([O:7][C:8]([CH3:11])([CH3:10])[CH3:9])=[O:6], predict the reactants needed to synthesize it. The reactants are: [CH2:1]([NH2:4])[CH2:2][NH2:3].[C:5](O[C:5]([O:7][C:8]([CH3:11])([CH3:10])[CH3:9])=[O:6])([O:7][C:8]([CH3:11])([CH3:10])[CH3:9])=[O:6]. (7) Given the product [Cl:1][C:2]1[CH:7]=[C:6]([C:8]2[CH:9]=[CH:10][C:11]([O:14][C:15]3[CH:20]=[CH:19][C:18]([F:21])=[CH:17][CH:16]=3)=[CH:12][CH:13]=2)[N:5]=[C:4]([NH:22][S:33]([CH3:32])(=[O:35])=[O:34])[CH:3]=1, predict the reactants needed to synthesize it. The reactants are: [Cl:1][C:2]1[CH:7]=[C:6]([C:8]2[CH:13]=[CH:12][C:11]([O:14][C:15]3[CH:20]=[CH:19][C:18]([F:21])=[CH:17][CH:16]=3)=[CH:10][CH:9]=2)[N:5]=[C:4]([NH2:22])[CH:3]=1.CCN(C(C)C)C(C)C.[CH3:32][S:33](Cl)(=[O:35])=[O:34]. (8) Given the product [CH3:7][C:5]1[N:6]=[C:2]([N:17]2[CH2:22][CH2:21][NH:20][CH2:19][CH2:18]2)[S:3][C:4]=1[C:8]([NH2:10])=[O:9], predict the reactants needed to synthesize it. The reactants are: Br[C:2]1[S:3][C:4]([C:8]([NH2:10])=[O:9])=[C:5]([CH3:7])[N:6]=1.C(=O)([O-])[O-].[K+].[K+].[NH:17]1[CH2:22][CH2:21][NH:20][CH2:19][CH2:18]1. (9) Given the product [C:33]([O:37][C:38]([N:40]1[CH2:44][CH2:43][C:42]2([CH2:49][CH2:13][N:12]([CH2:16][C:17]3[S:18][C:19]4[N:20]=[C:21]([Cl:32])[N:22]=[C:23]([N:26]5[CH2:31][CH2:30][O:29][CH2:28][CH2:27]5)[C:24]=4[N:25]=3)[CH2:11][CH2:45]2)[CH2:41]1)=[O:39])([CH3:36])([CH3:34])[CH3:35], predict the reactants needed to synthesize it. The reactants are: C(OC(N1CC2C([CH2:11][N:12]([CH2:16][C:17]3[S:18][C:19]4[N:20]=[C:21]([Cl:32])[N:22]=[C:23]([N:26]5[CH2:31][CH2:30][O:29][CH2:28][CH2:27]5)[C:24]=4[N:25]=3)[CH2:13]2)C1)=O)(C)(C)C.[C:33]([O:37][C:38]([N:40]1[CH2:44][CH2:43][C:42]2([CH2:49]CNC[CH2:45]2)[CH2:41]1)=[O:39])([CH3:36])([CH3:35])[CH3:34]. (10) Given the product [Br:1][C:2]1[CH:7]=[CH:6][CH:5]=[CH:4][C:3]=1[CH2:8][C:9]([O:11][CH3:16])=[O:10], predict the reactants needed to synthesize it. The reactants are: [Br:1][C:2]1[CH:7]=[CH:6][CH:5]=[CH:4][C:3]=1[CH2:8][C:9]([OH:11])=[O:10].S(Cl)(Cl)=O.[CH3:16]O.